From a dataset of Full USPTO retrosynthesis dataset with 1.9M reactions from patents (1976-2016). Predict the reactants needed to synthesize the given product. (1) Given the product [OH:1][C:2]1[C:11]2[C:6](=[CH:7][CH:8]=[CH:9][CH:10]=2)[N:5]([NH:12][CH2:13][CH:14]([CH3:15])[CH3:16])[C:4](=[O:17])[C:3]=1[C:18]1[NH:23][C:22]2[CH:24]=[CH:25][C:26]([O:28][C:38]3[C:43]([N+:44]([O-:46])=[O:45])=[CH:42][CH:41]=[CH:40][N:39]=3)=[CH:27][C:21]=2[S:20](=[O:29])(=[O:30])[N:19]=1, predict the reactants needed to synthesize it. The reactants are: [OH:1][C:2]1[C:11]2[C:6](=[CH:7][CH:8]=[CH:9][CH:10]=2)[N:5]([NH:12][CH2:13][CH:14]([CH3:16])[CH3:15])[C:4](=[O:17])[C:3]=1[C:18]1[NH:23][C:22]2[CH:24]=[CH:25][C:26]([OH:28])=[CH:27][C:21]=2[S:20](=[O:30])(=[O:29])[N:19]=1.C(=O)([O-])[O-].[Cs+].[Cs+].Br[C:38]1[C:43]([N+:44]([O-:46])=[O:45])=[CH:42][CH:41]=[CH:40][N:39]=1. (2) Given the product [NH:25]1[CH2:26][CH2:28][C:29](=[C:11]2[C:12]3[CH:13]=[CH:14][CH:15]=[C:2]([OH:1])[C:3]=3[O:4][C:5]3[C:10]2=[CH:9][CH:8]=[C:7]([C:17]2[CH:18]=[N:19][CH:20]=[CH:21][CH:22]=2)[CH:6]=3)[CH2:44][CH2:43]1, predict the reactants needed to synthesize it. The reactants are: [OH:1][C:2]1[CH:15]=[CH:14][CH:13]=[C:12]2[C:3]=1[O:4][C:5]1[CH:6]=[C:7]([C:17]3[CH:18]=[N:19][CH:20]=[CH:21][CH:22]=3)[CH:8]=[CH:9][C:10]=1[C:11]2=O.C([N:25]([CH2:43][CH3:44])[C:26]([C:28]1[CH:29]=CC2C(=O)C3C(OC=2C=1)=CC=CC=3)=O)C. (3) Given the product [CH:22]1([C:2]2[CH:3]=[CH:4][CH:5]=[C:6]3[C:10]=2[N:9]([CH:11]([CH3:13])[CH3:12])[CH:8]=[C:7]3[CH:14]=[O:15])[CH2:18][CH2:17]1, predict the reactants needed to synthesize it. The reactants are: Br[C:2]1[CH:3]=[CH:4][CH:5]=[C:6]2[C:10]=1[N:9]([CH:11]([CH3:13])[CH3:12])[CH:8]=[C:7]2[CH:14]=[O:15].Br[C:17]1C=CC=[C:22]2[C:18]=1C(C=O)=CN2C(C)C. (4) Given the product [ClH:32].[NH2:22][C:12]1[N:11]=[CH:10][C:9](/[CH:8]=[CH:7]/[C:6]([OH:23])=[O:5])=[CH:14][C:13]=1[CH2:15][N:16]1[CH2:21][CH2:20][CH2:19][CH2:18][CH2:17]1, predict the reactants needed to synthesize it. The reactants are: C([O:5][C:6](=[O:23])[CH:7]=[CH:8][C:9]1[CH:10]=[N:11][C:12]([NH2:22])=[C:13]([CH2:15][N:16]2[CH2:21][CH2:20][CH2:19][CH2:18][CH2:17]2)[CH:14]=1)(C)(C)C.C(O)(C(F)(F)F)=O.C(Cl)[Cl:32]. (5) Given the product [C:3]([O:7][C:8]([NH:10][CH2:11][C:12]#[C:13][C:14]1[C:15]([O:51][CH2:52][CH2:53][CH2:54][S:55]([OH:58])(=[O:57])=[O:56])=[C:16]([C:21]([O:43][CH2:44][CH2:45][CH2:46][S:47]([OH:50])(=[O:49])=[O:48])=[C:22]([C:32]#[C:33][CH2:34][NH:35][C:36]([O:38][C:39]([CH3:40])([CH3:41])[CH3:42])=[O:37])[C:23]=1[O:24][CH2:25][CH2:26][CH2:27][S:28]([OH:31])(=[O:29])=[O:30])[C:17]([OH:19])=[O:18])=[O:9])([CH3:4])([CH3:5])[CH3:6], predict the reactants needed to synthesize it. The reactants are: [OH-].[K+].[C:3]([O:7][C:8]([NH:10][CH2:11][C:12]#[C:13][C:14]1[C:15]([O:51][CH2:52][CH2:53][CH2:54][S:55]([OH:58])(=[O:57])=[O:56])=[C:16]([C:21]([O:43][CH2:44][CH2:45][CH2:46][S:47]([OH:50])(=[O:49])=[O:48])=[C:22]([C:32]#[C:33][CH2:34][NH:35][C:36]([O:38][C:39]([CH3:42])([CH3:41])[CH3:40])=[O:37])[C:23]=1[O:24][CH2:25][CH2:26][CH2:27][S:28]([OH:31])(=[O:30])=[O:29])[C:17]([O:19]C)=[O:18])=[O:9])([CH3:6])([CH3:5])[CH3:4]. (6) Given the product [N:11]([C:2]1[CH:3]=[N:4][CH:5]=[C:6]([CH:10]=1)[C:7]([NH2:9])=[O:8])=[N+:12]=[N-:13], predict the reactants needed to synthesize it. The reactants are: Br[C:2]1[CH:3]=[N:4][CH:5]=[C:6]([CH:10]=1)[C:7]([NH2:9])=[O:8].[N-:11]=[N+:12]=[N-:13].[Na+].CN[C@H]1CCCC[C@@H]1NC.O=C1O[C@H]([C@H](CO)O)C([O-])=C1O.[Na+]. (7) The reactants are: Br[C:2]1[CH:7]=[CH:6][C:5]([C:8]2[O:12][N:11]=[C:10]([CH3:13])[C:9]=2[CH2:14][C:15]([F:25])([F:24])[CH2:16][CH2:17][C:18]2[CH:23]=[CH:22][CH:21]=[CH:20][CH:19]=2)=[CH:4][CH:3]=1.[CH2:26]([O:28][C:29](=[O:49])[CH2:30][C:31]1([C:34]2[CH:39]=[CH:38][C:37](B3OC(C)(C)C(C)(C)O3)=[CH:36][CH:35]=2)[CH2:33][CH2:32]1)[CH3:27]. Given the product [CH2:26]([O:28][C:29](=[O:49])[CH2:30][C:31]1([C:34]2[CH:39]=[CH:38][C:37]([C:2]3[CH:7]=[CH:6][C:5]([C:8]4[O:12][N:11]=[C:10]([CH3:13])[C:9]=4[CH2:14][C:15]([F:25])([F:24])[CH2:16][CH2:17][C:18]4[CH:23]=[CH:22][CH:21]=[CH:20][CH:19]=4)=[CH:4][CH:3]=3)=[CH:36][CH:35]=2)[CH2:33][CH2:32]1)[CH3:27], predict the reactants needed to synthesize it. (8) The reactants are: [CH:1]1([CH2:4][NH:5][C@H:6]2[CH2:11][CH2:10][C@H:9]([C:12]([O:21][Si:22]([CH2:27][CH3:28])([CH2:25][CH3:26])[CH2:23][CH3:24])([C:17]([F:20])([F:19])[F:18])[C:13]([F:16])([F:15])[F:14])[CH2:8][CH2:7]2)[CH2:3][CH2:2]1.Cl([O-])(=O)(=O)=O.[Li+].[C:35]1([CH:41]2[O:43][CH2:42]2)[CH:40]=[CH:39][CH:38]=[CH:37][CH:36]=1.[NH4+].[Cl-]. Given the product [CH:1]1([CH2:4][N:5]([C@H:6]2[CH2:7][CH2:8][C@H:9]([C:12]([O:21][Si:22]([CH2:25][CH3:26])([CH2:27][CH3:28])[CH2:23][CH3:24])([C:13]([F:16])([F:15])[F:14])[C:17]([F:18])([F:19])[F:20])[CH2:10][CH2:11]2)[CH2:42][CH:41]([C:35]2[CH:40]=[CH:39][CH:38]=[CH:37][CH:36]=2)[OH:43])[CH2:2][CH2:3]1, predict the reactants needed to synthesize it. (9) Given the product [Cl:17][C:18]1[N:23]=[CH:22][N:21]=[C:20]([C:24]([NH:1][C:2]2[CH:7]=[CH:6][C:5]([OH:8])=[CH:4][C:3]=2[CH3:9])=[O:25])[CH:19]=1, predict the reactants needed to synthesize it. The reactants are: [NH2:1][C:2]1[C:3]([CH3:9])=[CH:4][C:5]([OH:8])=[CH:6][CH:7]=1.C(N(CC)CC)C.[Cl:17][C:18]1[N:23]=[CH:22][N:21]=[C:20]([C:24](Cl)=[O:25])[CH:19]=1.ClC1N=CN=C(C(NC2C=CC(O)=CC=2)=O)C=1.